Dataset: Peptide-MHC class II binding affinity with 134,281 pairs from IEDB. Task: Regression. Given a peptide amino acid sequence and an MHC pseudo amino acid sequence, predict their binding affinity value. This is MHC class II binding data. (1) The peptide sequence is ADLVPTATLLDTY. The MHC is DRB1_0101 with pseudo-sequence DRB1_0101. The binding affinity (normalized) is 0. (2) The peptide sequence is PQHMLMRVAVGIHQW. The MHC is HLA-DQA10501-DQB10201 with pseudo-sequence HLA-DQA10501-DQB10201. The binding affinity (normalized) is 0.146. (3) The peptide sequence is CDGERPTLAFLQDVM. The MHC is HLA-DPA10201-DPB11401 with pseudo-sequence HLA-DPA10201-DPB11401. The binding affinity (normalized) is 0.227.